This data is from Catalyst prediction with 721,799 reactions and 888 catalyst types from USPTO. The task is: Predict which catalyst facilitates the given reaction. (1) Reactant: [CH:1]1([CH2:6][C@H:7]([CH2:28][N:29]([CH:38]=[O:39])[O:30][CH2:31][C:32]2[CH:37]=[CH:36][CH:35]=[CH:34][CH:33]=2)[C:8]([N:10]2[C@H:14](C(O)=O)[CH2:13][CH2:12][N:11]2[C:18]([O:20][CH2:21][C:22]2[CH:27]=[CH:26][CH:25]=[CH:24][CH:23]=2)=[O:19])=[O:9])[CH2:5][CH2:4][CH2:3][CH2:2]1.CN1CCOCC1.COC1N=[C:53]([O:55]C)[N:52]=[C:51]([N+:57]2(C)[CH2:62][CH2:61]OCC2)[N:50]=1.S(O)(O)(=O)=O.N1C=CN=C1N. Product: [CH:1]1([CH2:6][C@H:7]([CH2:28][N:29]([CH:38]=[O:39])[O:30][CH2:31][C:32]2[CH:37]=[CH:36][CH:35]=[CH:34][CH:33]=2)[C:8]([N:10]2[C@H:14]([C:53]([NH:52][C:51]3[NH:50][CH:61]=[CH:62][N:57]=3)=[O:55])[CH2:13][CH2:12][N:11]2[C:18]([O:20][CH2:21][C:22]2[CH:27]=[CH:26][CH:25]=[CH:24][CH:23]=2)=[O:19])=[O:9])[CH2:2][CH2:3][CH2:4][CH2:5]1. The catalyst class is: 10. (2) Reactant: [CH2:1]([N:3]1[C:7]2=[N:8][C:9]([CH3:30])=[C:10]([C:19]([NH:21][NH:22]C(OC(C)(C)C)=O)=[O:20])[C:11]([NH:12][CH:13]3[CH2:18][CH2:17][O:16][CH2:15][CH2:14]3)=[C:6]2[CH:5]=[N:4]1)[CH3:2].[ClH:31]. Product: [ClH:31].[CH2:1]([N:3]1[C:7]2=[N:8][C:9]([CH3:30])=[C:10]([C:19]([NH:21][NH2:22])=[O:20])[C:11]([NH:12][CH:13]3[CH2:14][CH2:15][O:16][CH2:17][CH2:18]3)=[C:6]2[CH:5]=[N:4]1)[CH3:2]. The catalyst class is: 12. (3) Reactant: [Cl:1][C:2]1[CH:7]=[CH:6][C:5]([CH:8]2[C:12]3[N:13]([CH:22]([CH3:24])[CH3:23])[C:14]([CH:16]4[CH2:21][CH2:20][NH:19][CH2:18][CH2:17]4)=[N:15][C:11]=3[C:10](=[O:25])[N:9]2[C:26]2[CH:27]=[C:28]([CH3:36])[C:29]3[N:30]([C:32]([CH3:35])=[N:33][N:34]=3)[CH:31]=2)=[CH:4][CH:3]=1.Cl[C:38]([O:40][CH3:41])=[O:39].C([O-])(O)=O.[Na+]. Product: [Cl:1][C:2]1[CH:7]=[CH:6][C:5]([CH:8]2[C:12]3[N:13]([CH:22]([CH3:24])[CH3:23])[C:14]([CH:16]4[CH2:21][CH2:20][N:19]([C:38]([O:40][CH3:41])=[O:39])[CH2:18][CH2:17]4)=[N:15][C:11]=3[C:10](=[O:25])[N:9]2[C:26]2[CH:27]=[C:28]([CH3:36])[C:29]3[N:30]([C:32]([CH3:35])=[N:33][N:34]=3)[CH:31]=2)=[CH:4][CH:3]=1. The catalyst class is: 202.